Task: Predict the product of the given reaction.. Dataset: Forward reaction prediction with 1.9M reactions from USPTO patents (1976-2016) Given the reactants C(OC(O[C:12]([CH3:15])([CH3:14])C)=O)(OC(C)(C)C)=O.[OH-].[Na+].O=O.BrCC(OC[C:26]1[CH:31]=[CH:30]C=CC=1)=O.[C:32](=O)([O-])[O-].[K+].[K+].C[N:39]([CH:41]=O)C, predict the reaction product. The product is: [CH3:32][CH2:41][N:39]([CH:12]([CH3:14])[CH3:15])[CH:31]([CH3:30])[CH3:26].